This data is from Catalyst prediction with 721,799 reactions and 888 catalyst types from USPTO. The task is: Predict which catalyst facilitates the given reaction. (1) Reactant: [NH3:1].C(O[CH:6](Br)[CH2:7]Br)(=O)C.O=[C:11]([CH3:18])[CH2:12][C:13]([O:15][CH2:16][CH3:17])=[O:14]. Product: [CH3:18][C:11]1[NH:1][CH:7]=[CH:6][C:12]=1[C:13]([O:15][CH2:16][CH3:17])=[O:14]. The catalyst class is: 1. (2) Reactant: [CH3:1][C:2]1[O:6][C:5]([C:7]([OH:9])=O)=[CH:4][C:3]=1[CH2:10][N:11]1[CH2:16][CH2:15][O:14][CH2:13][CH2:12]1.[CH3:17][O:18][C:19]([C:21]1[C:25]([NH2:26])=[CH:24][NH:23][N:22]=1)=[O:20].CCN=C=NCCCN(C)C.C1C=CC2N(O)N=NC=2C=1. Product: [CH3:17][O:18][C:19]([C:21]1[C:25]([NH:26][C:7]([C:5]2[O:6][C:2]([CH3:1])=[C:3]([CH2:10][N:11]3[CH2:16][CH2:15][O:14][CH2:13][CH2:12]3)[CH:4]=2)=[O:9])=[CH:24][NH:23][N:22]=1)=[O:20]. The catalyst class is: 3. (3) Product: [CH3:13][C:10]1[CH:11]=[CH:12][C:7]([CH3:6])=[C:8]2[C:9]=1[C:16](=[O:2])[C:15](=[O:19])[NH:14]2. The catalyst class is: 6. Reactant: S(=O)(=O)(O)[OH:2].[CH3:6][C:7]1[CH:12]=[CH:11][C:10]([CH3:13])=[CH:9][C:8]=1[NH:14][C:15](=[O:19])[CH:16]=NO. (4) Reactant: [N:1]1([CH2:6][CH2:7][CH2:8][CH2:9][C:10]2[CH:15]=[CH:14][C:13]([NH:16][C:17]([C:19]3[N:20]=[C:21]([CH:24]=[CH:25][C:26]4[CH:31]=[CH:30][C:29]([C:32]([F:35])([F:34])[F:33])=[CH:28][CH:27]=4)[O:22][CH:23]=3)=[O:18])=[CH:12][CH:11]=2)[CH:5]=[CH:4][N:3]=[N:2]1.[OH-].[K+].I[CH3:39]. Product: [CH3:39][N:16]([C:13]1[CH:14]=[CH:15][C:10]([CH2:9][CH2:8][CH2:7][CH2:6][N:1]2[CH:5]=[CH:4][N:3]=[N:2]2)=[CH:11][CH:12]=1)[C:17]([C:19]1[N:20]=[C:21]([CH:24]=[CH:25][C:26]2[CH:27]=[CH:28][C:29]([C:32]([F:35])([F:33])[F:34])=[CH:30][CH:31]=2)[O:22][CH:23]=1)=[O:18]. The catalyst class is: 21. (5) Reactant: CC1(C)[O:9][C:8](=[O:10])[C:5]2([CH2:7][CH2:6]2)[C:4](=[O:11])O1.[F:13][C:14]1[CH:15]=[C:16]([CH:18]=[CH:19][C:20]=1[F:21])[NH2:17]. Product: [F:13][C:14]1[CH:15]=[C:16]([N:17]2[CH2:6][CH2:7][CH:5]([C:8]([OH:9])=[O:10])[C:4]2=[O:11])[CH:18]=[CH:19][C:20]=1[F:21]. The catalyst class is: 8. (6) Reactant: Cl.[Cl-].[NH4+].[NH2:4][CH:5]([CH2:12][C:13]([O:15][CH2:16][CH3:17])=[O:14])[CH2:6][C:7]([O:9][CH2:10][CH3:11])=[O:8].[N:18]([O-])=O.[Na+]. Product: [N:4]([CH:5]([CH2:6][C:7]([O:9][CH2:10][CH3:11])=[O:8])[CH2:12][C:13]([O:15][CH2:16][CH3:17])=[O:14])=[NH:18]. The catalyst class is: 11. (7) Reactant: [F:1][C:2]([F:30])([F:29])[C:3]1[CH:4]=[C:5]([CH:22]=[C:23]([C:25]([F:28])([F:27])[F:26])[CH:24]=1)[CH2:6][O:7][CH2:8][CH:9]([C:16]1[CH:21]=[CH:20][CH:19]=[CH:18][CH:17]=1)[CH2:10][C:11]([O:13]CC)=[O:12].[OH-].[Na+]. Product: [F:1][C:2]([F:29])([F:30])[C:3]1[CH:4]=[C:5]([CH:22]=[C:23]([C:25]([F:27])([F:26])[F:28])[CH:24]=1)[CH2:6][O:7][CH2:8][CH:9]([C:16]1[CH:21]=[CH:20][CH:19]=[CH:18][CH:17]=1)[CH2:10][C:11]([OH:13])=[O:12]. The catalyst class is: 8. (8) Reactant: [CH2:1]([O:8][C:9]1[CH:14]=[CH:13][C:12]([C:15]2[CH:20]=[C:19]([O:21][CH3:22])[CH:18]=[CH:17][C:16]=2[F:23])=[CH:11][C:10]=1[CH:24](O)[CH2:25][C:26]([CH3:29])([CH3:28])[CH3:27])[C:2]1[CH:7]=[CH:6][CH:5]=[CH:4][CH:3]=1.S(Cl)([Cl:33])=O. Product: [CH2:1]([O:8][C:9]1[CH:14]=[CH:13][C:12]([C:15]2[CH:20]=[C:19]([O:21][CH3:22])[CH:18]=[CH:17][C:16]=2[F:23])=[CH:11][C:10]=1[CH:24]([Cl:33])[CH2:25][C:26]([CH3:29])([CH3:28])[CH3:27])[C:2]1[CH:7]=[CH:6][CH:5]=[CH:4][CH:3]=1. The catalyst class is: 11. (9) Reactant: [CH3:1][O:2][C:3](=[O:14])[C:4]1[C:9]([N+:10]([O-:12])=[O:11])=[CH:8][CH:7]=[CH:6][C:5]=1[NH2:13].Cl.N([O-])=O.[Na+].[I-].[K+].COC(=O)C1C([N+]([O-])=O)=CC=CC=1[I:34]. Product: [CH3:1][O:2][C:3](=[O:14])[CH:4]1[C:9]([N+:10]([O-:12])=[O:11])=[CH:8][CH:7]=[CH:6][C:5]1([I:34])[NH2:13]. The catalyst class is: 6.